Task: Predict the product of the given reaction.. Dataset: Forward reaction prediction with 1.9M reactions from USPTO patents (1976-2016) (1) Given the reactants [Cl:1][C:2]1[CH:36]=[CH:35][C:5]([CH2:6][N:7]2[C:15]3[C:10](=[N:11]C(C#N)=[N:13][C:14]=3[NH:16][C@@H:17]([CH:19]3[CH2:22][CH2:21][CH2:20]3)[CH3:18])[N:9]=[C:8]2[C:25]2[CH:30]=[C:29]([CH3:31])[CH:28]=[CH:27][C:26]=2[O:32][CH2:33][CH3:34])=[CH:4][CH:3]=1.[OH-:37].[Na+].Cl.[CH2:40]([OH:42])[CH3:41], predict the reaction product. The product is: [Cl:1][C:2]1[CH:36]=[CH:35][C:5]([CH2:6][N:7]2[C:15]3[C:10](=[N:11][C:41]([C:40]([OH:37])=[O:42])=[N:13][C:14]=3[NH:16][C@@H:17]([CH:19]3[CH2:22][CH2:21][CH2:20]3)[CH3:18])[N:9]=[C:8]2[C:25]2[CH:30]=[C:29]([CH3:31])[CH:28]=[CH:27][C:26]=2[O:32][CH2:33][CH3:34])=[CH:4][CH:3]=1. (2) Given the reactants CO[CH2:3][N:4]([CH2:10][CH2:11][CH3:12])[CH2:5][Si](C)(C)C.[Br:13][C:14]1[CH:15]=[N:16][C:17]([CH:20]=[CH2:21])=[N:18][CH:19]=1.C(O)(C(F)(F)F)=O, predict the reaction product. The product is: [Br:13][C:14]1[CH:15]=[N:16][C:17]([CH:20]2[CH2:21][CH2:5][N:4]([CH2:10][CH2:11][CH3:12])[CH2:3]2)=[N:18][CH:19]=1. (3) Given the reactants Cl.[CH3:2][N:3]([CH:20]1[CH2:25][CH2:24][NH:23][CH2:22][CH2:21]1)[C:4]([N:6]1[CH:10]=[C:9]([C:11]2[CH:16]=[CH:15][CH:14]=[C:13]([N+:17]([O-:19])=[O:18])[CH:12]=2)[N:8]=[CH:7]1)=[O:5].C(N(CC)C(C)C)(C)C.[CH3:35][O:36][C:37]1[CH:38]=[C:39]([CH:42]=[CH:43][CH:44]=1)[CH:40]=O.C(O[BH-](OC(=O)C)OC(=O)C)(=O)C.[Na+].C(O)(=O)C, predict the reaction product. The product is: [CH3:35][O:36][C:37]1[CH:38]=[C:39]([CH:42]=[CH:43][CH:44]=1)[CH2:40][N:23]1[CH2:24][CH2:25][CH:20]([N:3]([CH3:2])[C:4]([N:6]2[CH:10]=[C:9]([C:11]3[CH:16]=[CH:15][CH:14]=[C:13]([N+:17]([O-:19])=[O:18])[CH:12]=3)[N:8]=[CH:7]2)=[O:5])[CH2:21][CH2:22]1. (4) Given the reactants Cl.Cl[CH2:3][CH2:4][N:5]([CH3:7])[CH3:6].C([O-])([O-])=O.[Cs+].[Cs+].[Cl:14][C:15]1[CH:16]=[C:17]([C:22]2[N:27]=[C:26]([N:28]3[CH2:32][CH2:31][CH2:30][CH:29]3[CH3:33])[N:25]=[C:24]([N:34]3[CH2:39][CH2:38][N:37]([C:40]4[N:45]=[CH:44][C:43]([OH:46])=[CH:42][C:41]=4[CH3:47])[CH2:36][CH2:35]3)[CH:23]=2)[CH:18]=[CH:19][C:20]=1[F:21].[Na+].[I-], predict the reaction product. The product is: [Cl:14][C:15]1[CH:16]=[C:17]([C:22]2[N:27]=[C:26]([N:28]3[CH2:32][CH2:31][CH2:30][CH:29]3[CH3:33])[N:25]=[C:24]([N:34]3[CH2:35][CH2:36][N:37]([C:40]4[N:45]=[CH:44][C:43]([O:46][CH2:3][CH2:4][N:5]([CH3:7])[CH3:6])=[CH:42][C:41]=4[CH3:47])[CH2:38][CH2:39]3)[CH:23]=2)[CH:18]=[CH:19][C:20]=1[F:21]. (5) Given the reactants C([O:3][C:4](=[O:45])[CH2:5][N:6]([S:33]([N:36]([C:38]1[CH:43]=[CH:42][CH:41]=[C:40]([F:44])[CH:39]=1)[CH3:37])(=[O:35])=[O:34])[CH2:7][C:8]1[CH:13]=[CH:12][CH:11]=[C:10]([O:14][CH2:15][CH2:16][C:17]2[N:18]=[C:19]([C:23]3[CH:28]=[CH:27][C:26]([C:29]([F:32])([F:31])[F:30])=[CH:25][CH:24]=3)[O:20][C:21]=2[CH3:22])[CH:9]=1)C.O.[OH-].[Li+], predict the reaction product. The product is: [F:44][C:40]1[CH:39]=[C:38]([N:36]([S:33]([N:6]([CH2:5][C:4]([OH:45])=[O:3])[CH2:7][C:8]2[CH:13]=[CH:12][CH:11]=[C:10]([O:14][CH2:15][CH2:16][C:17]3[N:18]=[C:19]([C:23]4[CH:24]=[CH:25][C:26]([C:29]([F:31])([F:32])[F:30])=[CH:27][CH:28]=4)[O:20][C:21]=3[CH3:22])[CH:9]=2)(=[O:34])=[O:35])[CH3:37])[CH:43]=[CH:42][CH:41]=1. (6) Given the reactants [C:1]1([C@@H:7]([O:9][C:10](=[O:25])[NH:11][C:12]2[C:13]([CH3:24])=[N:14][O:15][C:16]=2[C:17]2[CH:22]=[CH:21][C:20](Br)=[CH:19][CH:18]=2)[CH3:8])[CH:6]=[CH:5][CH:4]=[CH:3][CH:2]=1.[CH2:26]([O:28][C:29]([C:31]1([C:34]2[CH:39]=[CH:38][C:37](B3OC(C)(C)C(C)(C)O3)=[CH:36][CH:35]=2)[CH2:33][CH2:32]1)=[O:30])[CH3:27], predict the reaction product. The product is: [CH2:26]([O:28][C:29]([C:31]1([C:34]2[CH:39]=[CH:38][C:37]([C:20]3[CH:21]=[CH:22][C:17]([C:16]4[O:15][N:14]=[C:13]([CH3:24])[C:12]=4[NH:11][C:10]([O:9][C@H:7]([C:1]4[CH:6]=[CH:5][CH:4]=[CH:3][CH:2]=4)[CH3:8])=[O:25])=[CH:18][CH:19]=3)=[CH:36][CH:35]=2)[CH2:32][CH2:33]1)=[O:30])[CH3:27]. (7) Given the reactants [N:1]([CH:4]1[CH2:8][O:7][CH:6]2[CH:9]([O:12][CH3:13])[CH2:10][O:11][CH:5]12)=[N+]=[N-], predict the reaction product. The product is: [CH3:13][O:12][CH:9]1[CH:6]2[O:7][CH2:8][CH:4]([NH2:1])[CH:5]2[O:11][CH2:10]1. (8) Given the reactants [CH:1]1([N:7]([CH2:25][CH:26]2[CH2:28][CH2:27]2)[C:8]2[N:13]=[CH:12][N:11]=[C:10]([C:14]([NH:16][C:17]3[CH:22]=[CH:21][C:20]([CH:23]=O)=[CH:19][CH:18]=3)=[O:15])[CH:9]=2)[CH2:6][CH2:5][CH2:4][CH2:3][CH2:2]1.[C:29]([N:36]1[CH2:41][CH2:40][NH:39][CH2:38][CH2:37]1)([O:31][C:32]([CH3:35])([CH3:34])[CH3:33])=[O:30], predict the reaction product. The product is: [CH:1]1([N:7]([CH2:25][CH:26]2[CH2:27][CH2:28]2)[C:8]2[N:13]=[CH:12][N:11]=[C:10]([C:14]([NH:16][C:17]3[CH:18]=[CH:19][C:20]([CH2:23][N:39]4[CH2:38][CH2:37][N:36]([C:29]([O:31][C:32]([CH3:35])([CH3:34])[CH3:33])=[O:30])[CH2:41][CH2:40]4)=[CH:21][CH:22]=3)=[O:15])[CH:9]=2)[CH2:6][CH2:5][CH2:4][CH2:3][CH2:2]1. (9) Given the reactants C([Li])CCC.C(NC(C)C)(C)C.[Br:13][C:14]1[CH:19]=[CH:18][C:17]([Cl:20])=[CH:16][N:15]=1.[F:21][C:22]1[CH:29]=[CH:28][C:27]([F:30])=[CH:26][C:23]=1[CH:24]=[O:25], predict the reaction product. The product is: [Br:13][C:14]1[CH:19]=[C:18]([CH:24]([C:23]2[CH:26]=[C:27]([F:30])[CH:28]=[CH:29][C:22]=2[F:21])[OH:25])[C:17]([Cl:20])=[CH:16][N:15]=1. (10) Given the reactants C[N:2]([CH:4]=O)[CH3:3].P(Cl)(Cl)(Cl)=O.[CH3:11][O:12][C:13]([C:15]1[CH:19]=[CH:18][N:17](C2C=C(C#N)C=CN=2)[CH:16]=1)=[O:14].[C:28](=[O:31])(O)[O-].[Na+], predict the reaction product. The product is: [CH3:11][O:12][C:13]([C:15]1[C:19]([C:3]2[C:15]([C:16]#[N:17])=[CH:19][CH:18]=[CH:4][N:2]=2)=[C:18]([CH:28]=[O:31])[NH:17][CH:16]=1)=[O:14].